Dataset: Full USPTO retrosynthesis dataset with 1.9M reactions from patents (1976-2016). Task: Predict the reactants needed to synthesize the given product. (1) The reactants are: [Cl:1][C:2]1[CH:22]=[C:21]([O:23][CH2:24][CH:25]=[C:26]([Cl:28])[Cl:27])[CH:20]=[C:19]([Cl:29])[C:3]=1[O:4][CH2:5][CH2:6][CH2:7][O:8][C:9]1[CH:14]=[CH:13][C:12]([CH2:15][C:16](=[O:18])[CH3:17])=[CH:11][CH:10]=1.Cl.[N:31](OCCC(C)C)=[O:32].C(N(CC)CC)C. Given the product [Cl:1][C:2]1[CH:22]=[C:21]([O:23][CH2:24][CH:25]=[C:26]([Cl:28])[Cl:27])[CH:20]=[C:19]([Cl:29])[C:3]=1[O:4][CH2:5][CH2:6][CH2:7][O:8][C:9]1[CH:14]=[CH:13][C:12]([C:15](=[N:31][OH:32])[C:16](=[O:18])[CH3:17])=[CH:11][CH:10]=1, predict the reactants needed to synthesize it. (2) Given the product [C:1]([O:5][C:6]([NH:7][C:8]([C:12]1[CH:17]=[C:16]([F:18])[CH:15]=[C:14]([F:19])[CH:13]=1)([CH3:11])[CH2:9][NH:21][C:22]1([C:27]([O:29][CH3:30])=[O:28])[CH2:26][CH2:25][CH2:24][CH2:23]1)=[O:20])([CH3:4])([CH3:3])[CH3:2], predict the reactants needed to synthesize it. The reactants are: [C:1]([O:5][C:6](=[O:20])[NH:7][C:8]([C:12]1[CH:17]=[C:16]([F:18])[CH:15]=[C:14]([F:19])[CH:13]=1)([CH3:11])[CH:9]=O)([CH3:4])([CH3:3])[CH3:2].[NH2:21][C:22]1([C:27]([O:29][CH3:30])=[O:28])[CH2:26][CH2:25][CH2:24][CH2:23]1.CC(O)=O.[BH3-]C#N.[Na+]. (3) Given the product [C:25]([C:22]1[S:21][C:20]([NH:1][C:2]2[C:7]3[CH:8]=[CH:9][N:10]([CH2:11][C:12]([N:14]([CH3:16])[CH3:15])=[O:13])[C:6]=3[CH:5]=[CH:4][N:3]=2)=[N:24][CH:23]=1)#[N:26], predict the reactants needed to synthesize it. The reactants are: [NH2:1][C:2]1[C:7]2[CH:8]=[CH:9][N:10]([CH2:11][C:12]([N:14]([CH3:16])[CH3:15])=[O:13])[C:6]=2[CH:5]=[CH:4][N:3]=1.[H-].[Na+].Cl[C:20]1[S:21][C:22]([C:25]#[N:26])=[CH:23][N:24]=1.CN(C=O)C. (4) Given the product [F:30][C:27]1[CH:28]=[CH:29][C:24]([O:23][C:17]2[C:16]([O:15][CH2:14][C@H:10]3[CH2:11][CH2:12][CH2:13][N:8](/[C:40](/[C:39]([OH:46])=[O:45])=[CH:41]\[C:42]([OH:44])=[O:43])[CH2:9]3)=[CH:21][CH:20]=[C:19]([CH3:22])[N:18]=2)=[C:25]([CH3:31])[CH:26]=1, predict the reactants needed to synthesize it. The reactants are: C(OC([N:8]1[CH2:13][CH2:12][CH2:11][C@H:10]([CH2:14][O:15][C:16]2[C:17]([O:23][C:24]3[CH:29]=[CH:28][C:27]([F:30])=[CH:26][C:25]=3[CH3:31])=[N:18][C:19]([CH3:22])=[CH:20][CH:21]=2)[CH2:9]1)=O)(C)(C)C.FC(F)(F)C(O)=O.[C:39]([OH:46])(=[O:45])/[CH:40]=[CH:41]/[C:42]([OH:44])=[O:43]. (5) Given the product [Br:33][C:34]1[CH:35]=[CH:36][C:37]([NH:40][C:25]([NH:1][C:2]2[CH:11]=[N:10][CH:9]=[CH:8][C:3]=2[C:4]([O:6][CH3:7])=[O:5])=[O:31])=[N:38][CH:39]=1, predict the reactants needed to synthesize it. The reactants are: [NH2:1][C:2]1[CH:11]=[N:10][CH:9]=[CH:8][C:3]=1[C:4]([O:6][CH3:7])=[O:5].C(N(C(C)C)CC)(C)C.ClC(Cl)(O[C:25](=[O:31])OC(Cl)(Cl)Cl)Cl.[Br:33][C:34]1[CH:35]=[CH:36][C:37]([NH2:40])=[N:38][CH:39]=1.